Dataset: Forward reaction prediction with 1.9M reactions from USPTO patents (1976-2016). Task: Predict the product of the given reaction. (1) Given the reactants [CH3:1][CH:2]1[CH2:7][CH2:6][CH2:5][NH:4][CH2:3]1.[CH2:8](Br)[CH2:9][CH2:10][CH3:11], predict the reaction product. The product is: [CH2:8]([N:4]1[CH2:5][CH2:6][CH2:7][CH:2]([CH3:1])[CH2:3]1)[CH2:9][CH2:10][CH3:11]. (2) The product is: [C:12]([C:10]1[CH:9]=[CH:8][N:7]=[C:6]([C:4]2[N:3]=[CH:2][N:1]([CH2:26][CH:22]3[CH2:23][CH2:24][CH2:25][N:21]3[C:19]([O:18][C:14]([CH3:15])([CH3:17])[CH3:16])=[O:20])[CH:5]=2)[CH:11]=1)#[N:13]. Given the reactants [NH:1]1[CH:5]=[C:4]([C:6]2[CH:11]=[C:10]([C:12]#[N:13])[CH:9]=[CH:8][N:7]=2)[N:3]=[CH:2]1.[C:14]([O:18][C:19]([N:21]1[CH2:25][CH2:24][CH2:23][CH:22]1[CH2:26]Br)=[O:20])([CH3:17])([CH3:16])[CH3:15], predict the reaction product. (3) Given the reactants C(OC(=O)[NH:7][C@@H:8]([C:10]1[O:14][N:13]=[C:12]([CH3:15])[N:11]=1)[CH3:9])(C)(C)C.Cl, predict the reaction product. The product is: [CH3:15][C:12]1[N:11]=[C:10]([C@H:8]([NH2:7])[CH3:9])[O:14][N:13]=1. (4) The product is: [OH:17][C:4]1[N:3]=[C:2]([OH:1])[CH:7]=[C:6]([CH2:8][CH2:9][CH2:10][O:11][CH3:12])[N:5]=1. Given the reactants [OH:1][C:2]1(S)[CH:7]=[C:6]([CH2:8][CH2:9][CH2:10][O:11][CH3:12])[N:5]=[CH:4][NH:3]1.ClCC(O)=[O:17].[OH-].[Na+], predict the reaction product. (5) Given the reactants C1C=C(Cl)C=C(C(OO)=O)C=1.[Cl:12][C:13]1[CH:18]=[CH:17][CH:16]=[C:15]([Cl:19])[C:14]=1[N:20]1[CH:31]=[CH:30][C:23]2[N:24]=[C:25](SC)[N:26]=[CH:27][C:22]=2[C:21]1=[O:32].CCN(C(C)C)C(C)C.[CH3:42][N:43]1[CH2:48][CH2:47][N:46]([C:49]2[CH:55]=[CH:54][C:52]([NH2:53])=[CH:51][CH:50]=2)[CH2:45][CH2:44]1, predict the reaction product. The product is: [Cl:12][C:13]1[CH:18]=[CH:17][CH:16]=[C:15]([Cl:19])[C:14]=1[N:20]1[CH:31]=[CH:30][C:23]2[N:24]=[C:25]([NH:53][C:52]3[CH:51]=[CH:50][C:49]([N:46]4[CH2:45][CH2:44][N:43]([CH3:42])[CH2:48][CH2:47]4)=[CH:55][CH:54]=3)[N:26]=[CH:27][C:22]=2[C:21]1=[O:32]. (6) The product is: [C:17]([N:19]([CH2:3][C:4]1[CH:5]=[C:6]([CH:9]=[CH:10][CH:11]=1)[CH2:7][OH:8])[C:20]([NH2:33])=[N:23][C:24]([O:26][C:27]([CH3:30])([CH3:29])[CH3:28])=[O:25])([O:16][C:12]([CH3:15])([CH3:14])[CH3:13])=[O:18]. Given the reactants NC[CH2:3][C:4]1[CH:5]=[C:6]([CH:9]=[CH:10][CH:11]=1)[CH2:7][OH:8].[C:12]([O:16][C:17]([NH:19][C:20](=[N:23][C:24]([O:26][C:27]([CH3:30])([CH3:29])[CH3:28])=[O:25])SC)=[O:18])([CH3:15])([CH3:14])[CH3:13].C([N:33](CC)CC)C.C(OCC)(=O)C, predict the reaction product. (7) Given the reactants Br[C:2]1[CH:7]=[CH:6][C:5]([C:8]([N:10]2[CH2:15][CH2:14][N:13]([C:16]3[C:21]([CH3:22])=[CH:20][C:19]([CH3:23])=[CH:18][N:17]=3)[CH2:12][CH2:11]2)=[O:9])=[C:4]([S:24]([CH3:27])(=[O:26])=[O:25])[CH:3]=1.[OH:28][CH2:29][C@H:30]1[NH:34][C:33](=[O:35])[CH2:32][CH2:31]1, predict the reaction product. The product is: [CH3:22][C:21]1[C:16]([N:13]2[CH2:14][CH2:15][N:10]([C:8]([C:5]3[CH:6]=[CH:7][C:2]([N:34]4[C@H:30]([CH2:29][OH:28])[CH2:31][CH2:32][C:33]4=[O:35])=[CH:3][C:4]=3[S:24]([CH3:27])(=[O:26])=[O:25])=[O:9])[CH2:11][CH2:12]2)=[N:17][CH:18]=[C:19]([CH3:23])[CH:20]=1.